This data is from Catalyst prediction with 721,799 reactions and 888 catalyst types from USPTO. The task is: Predict which catalyst facilitates the given reaction. (1) Reactant: Br[C:2]1[CH:7]=[CH:6][CH:5]=[CH:4][N:3]=1.[OH:8][C:9]1[CH:14]=[CH:13][C:12]([C:15]([O:17][CH3:18])=[O:16])=[CH:11][CH:10]=1.C(=O)([O-])[O-].[K+].[K+]. Product: [N:3]1[CH:4]=[CH:5][CH:6]=[CH:7][C:2]=1[O:8][C:9]1[CH:10]=[CH:11][C:12]([C:15]([O:17][CH3:18])=[O:16])=[CH:13][CH:14]=1. The catalyst class is: 74. (2) Reactant: [Br:1][C:2]1[CH:7]=[CH:6][C:5]([NH:8][C:9]([C:16]2[CH:21]=[CH:20][CH:19]=[CH:18][CH:17]=2)=[CH:10][C:11]([O:13]CC)=O)=[CH:4][C:3]=1[O:22][CH3:23].CCCCCC. Product: [Br:1][C:2]1[CH:7]=[C:6]2[C:5](=[CH:4][C:3]=1[O:22][CH3:23])[NH:8][C:9]([C:16]1[CH:17]=[CH:18][CH:19]=[CH:20][CH:21]=1)=[CH:10][C:11]2=[O:13]. The catalyst class is: 736. (3) Reactant: [OH:1][CH:2]([C:32]1[O:33][C:34]([C:37]2[CH:42]=[CH:41][CH:40]=[CH:39][CH:38]=2)=[N:35][N:36]=1)[CH:3]([NH:8][C:9]([CH:11]([NH:23][C:24]([N:26]1[CH2:31][CH2:30][O:29][CH2:28][CH2:27]1)=[O:25])[CH2:12][S:13]([CH2:16][C:17]1[CH:22]=[CH:21][CH:20]=[CH:19][CH:18]=1)(=[O:15])=[O:14])=[O:10])[CH2:4][CH2:5][CH2:6][CH3:7].CC(OI1(OC(C)=O)(OC(C)=O)OC(=O)C2C=CC=CC1=2)=O.[O-]S([O-])(=S)=O.[Na+].[Na+].C([O-])(O)=O.[Na+]. Product: [C:17]1([CH2:16][S:13]([CH2:12][CH:11]([NH:23][C:24]([N:26]2[CH2:27][CH2:28][O:29][CH2:30][CH2:31]2)=[O:25])[C:9](=[O:10])[NH:8][CH:3]([C:2]([C:32]2[O:33][C:34]([C:37]3[CH:38]=[CH:39][CH:40]=[CH:41][CH:42]=3)=[N:35][N:36]=2)=[O:1])[CH2:4][CH2:5][CH2:6][CH3:7])(=[O:15])=[O:14])[CH:22]=[CH:21][CH:20]=[CH:19][CH:18]=1. The catalyst class is: 2. (4) Reactant: [Cl:1][C:2]1[CH:12]=[C:11]([F:13])[CH:10]=[CH:9][C:3]=1[C:4]([N:6]=[C:7]=[O:8])=[O:5].Cl.[CH3:15][O:16][C:17]1[O:21][C:20](=[O:22])[N:19]([C:23]2[CH:28]=[CH:27][C:26]([NH2:29])=[C:25]([O:30][CH3:31])[CH:24]=2)[N:18]=1.C(N(CC)CC)C. Product: [Cl:1][C:2]1[CH:12]=[C:11]([F:13])[CH:10]=[CH:9][C:3]=1[C:4]([NH:6][C:7]([NH:29][C:26]1[CH:27]=[CH:28][C:23]([N:19]2[N:18]=[C:17]([O:16][CH3:15])[O:21][C:20]2=[O:22])=[CH:24][C:25]=1[O:30][CH3:31])=[O:8])=[O:5]. The catalyst class is: 10. (5) Product: [Cl:1][C:2]1[CH:13]=[CH:12][C:5]([C:6](=[O:7])[CH3:18])=[CH:4][C:3]=1[S:14]([CH3:17])(=[O:16])=[O:15]. Reactant: [Cl:1][C:2]1[CH:13]=[CH:12][C:5]([C:6](N(OC)C)=[O:7])=[CH:4][C:3]=1[S:14]([CH3:17])(=[O:16])=[O:15].[CH3:18][Mg]Br. The catalyst class is: 7.